Dataset: Reaction yield outcomes from USPTO patents with 853,638 reactions. Task: Predict the reaction yield, written as a fraction of the theoretical maximum amount of product (1.0 means a 100% yield; for example, 0.34 means a 34% yield). (1) The reactants are Cl[C:2]1[CH:3]=[C:4]([CH:8]=[C:9]([O:11][CH3:12])[N:10]=1)[C:5]([OH:7])=[O:6].CC1(C)C(C)(C)OB([C:21]2[CH:33]=[CH:32][C:24]([C:25]([O:27][C:28]([CH3:31])([CH3:30])[CH3:29])=[O:26])=[CH:23][CH:22]=2)O1.O1CCOCC1.C(=O)([O-])[O-].[Na+].[Na+]. The catalyst is O.C1C=CC([P]([Pd]([P](C2C=CC=CC=2)(C2C=CC=CC=2)C2C=CC=CC=2)([P](C2C=CC=CC=2)(C2C=CC=CC=2)C2C=CC=CC=2)[P](C2C=CC=CC=2)(C2C=CC=CC=2)C2C=CC=CC=2)(C2C=CC=CC=2)C2C=CC=CC=2)=CC=1.C(OCC)(=O)C. The product is [C:28]([O:27][C:25]([C:24]1[CH:32]=[CH:33][C:21]([C:2]2[CH:3]=[C:4]([CH:8]=[C:9]([O:11][CH3:12])[N:10]=2)[C:5]([OH:7])=[O:6])=[CH:22][CH:23]=1)=[O:26])([CH3:31])([CH3:29])[CH3:30]. The yield is 0.840. (2) The reactants are [CH2:1]([O:3][C:4]([C:6]1([C:13]2[CH:18]=[CH:17][CH:16]=[CH:15][CH:14]=2)[CH2:11][CH2:10][N:9]([CH3:12])[CH2:8][CH2:7]1)=[O:5])[CH3:2].[ClH:19]. The catalyst is CO.CCOCC. The product is [ClH:19].[CH2:1]([O:3][C:4]([C:6]1([C:13]2[CH:14]=[CH:15][CH:16]=[CH:17][CH:18]=2)[CH2:7][CH2:8][N:9]([CH3:12])[CH2:10][CH2:11]1)=[O:5])[CH3:2]. The yield is 0.450. (3) The reactants are [F:1][C:2]1[CH:7]=[CH:6][C:5]([NH:8][C:9]([C:11]2[NH:12][C:13]3[C:18]([CH:19]=2)=[CH:17][C:16]([CH:20]2[CH2:25][CH2:24][NH:23][CH2:22][CH2:21]2)=[CH:15][CH:14]=3)=[O:10])=[CH:4][CH:3]=1.[CH3:26][O:27][CH2:28][CH:29]=O.C(O[BH-](OC(=O)C)OC(=O)C)(=O)C.[Na+]. The catalyst is ClCCl. The product is [F:1][C:2]1[CH:3]=[CH:4][C:5]([NH:8][C:9]([C:11]2[NH:12][C:13]3[C:18]([CH:19]=2)=[CH:17][C:16]([CH:20]2[CH2:25][CH2:24][N:23]([CH2:29][CH2:28][O:27][CH3:26])[CH2:22][CH2:21]2)=[CH:15][CH:14]=3)=[O:10])=[CH:6][CH:7]=1. The yield is 0.140. (4) No catalyst specified. The yield is 0.850. The product is [S:18]1[C:22]2[CH:23]=[C:24]([NH:27][C:2]3[CH:7]=[C:6]([C:8]4[CH:13]=[C:12]([Cl:14])[CH:11]=[CH:10][C:9]=4[O:15][CH3:16])[N:5]=[C:4]([NH2:17])[N:3]=3)[CH:25]=[CH:26][C:21]=2[N:20]=[CH:19]1. The reactants are Cl[C:2]1[CH:7]=[C:6]([C:8]2[CH:13]=[C:12]([Cl:14])[CH:11]=[CH:10][C:9]=2[O:15][CH3:16])[N:5]=[C:4]([NH2:17])[N:3]=1.[S:18]1[C:22]2[CH:23]=[C:24]([NH2:27])[CH:25]=[CH:26][C:21]=2[N:20]=[CH:19]1.